Dataset: Full USPTO retrosynthesis dataset with 1.9M reactions from patents (1976-2016). Task: Predict the reactants needed to synthesize the given product. (1) Given the product [CH3:10][C:11]1[N:16]=[CH:15][N:14]=[C:13]([C:17]23[CH2:24][CH2:23][C:20]([CH2:25][OH:26])([CH2:21][CH2:22]2)[CH2:19][CH2:18]3)[CH:12]=1, predict the reactants needed to synthesize it. The reactants are: CC(C[AlH]CC(C)C)C.[CH3:10][C:11]1[N:16]=[CH:15][N:14]=[C:13]([C:17]23[CH2:24][CH2:23][C:20]([C:25](OC)=[O:26])([CH2:21][CH2:22]2)[CH2:19][CH2:18]3)[CH:12]=1. (2) Given the product [N+:30]([C:25]1[CH:26]=[CH:27][CH:28]=[CH:29][C:24]=1[C:19]1[CH:18]=[CH:17][C:16]2[C:21]3[C:52](=[CH:51][CH:50]=[CH:49][CH:48]=3)[C:47]([CH3:53])([CH3:42])[C:15]=2[CH:20]=1)([O-:32])=[O:31], predict the reactants needed to synthesize it. The reactants are: [C:16]1([CH3:21])[CH:17]=[CH:18][CH:19]=[CH:20][C:15]=1P([C:15]1[CH:20]=[CH:19][CH:18]=[CH:17][C:16]=1[CH3:21])[C:15]1[CH:20]=[CH:19][CH:18]=[CH:17][C:16]=1[CH3:21].Br[C:24]1[CH:29]=[CH:28][CH:27]=[CH:26][C:25]=1[N+:30]([O-:32])=[O:31].P([O-])([O-])([O-])=O.[K+].[K+].[K+].O1CCOC[CH2:42]1.[C:47]1([CH3:53])[CH:52]=[CH:51][CH:50]=[CH:49][CH:48]=1. (3) Given the product [C:30]([C:26]1[CH:25]=[C:24]2[C:29](=[CH:28][CH:27]=1)[N:21]([C:17]1[N:18]=[CH:19][N:20]=[C:15]([O:14][CH:11]3[CH2:12][CH2:13][N:8]([C:6]([O:5][C:1]([CH3:3])([CH3:2])[CH3:4])=[O:7])[CH2:9][CH:10]3[F:34])[C:16]=1[CH3:33])[CH2:22][CH2:23]2)(=[O:31])[NH2:39], predict the reactants needed to synthesize it. The reactants are: [C:1]([O:5][C:6]([N:8]1[CH2:13][CH2:12][CH:11]([O:14][C:15]2[N:20]=[CH:19][N:18]=[C:17]([N:21]3[C:29]4[C:24](=[CH:25][C:26]([C:30](O)=[O:31])=[CH:27][CH:28]=4)[CH2:23][CH2:22]3)[C:16]=2[CH3:33])[CH:10]([F:34])[CH2:9]1)=[O:7])([CH3:4])([CH3:3])[CH3:2].C(=O)([O-])[O-].[N:39]1C=CC=CC=1.C(=O)([O-])O.[NH4+]. (4) The reactants are: [PH2]([O-])=O.[Na+].[N+:5]([C:8]1[CH:23]=[CH:22][CH:21]=[CH:20][C:9]=1[O:10][CH2:11][C:12]([C:14]1[CH:19]=[CH:18][CH:17]=[CH:16][CH:15]=1)=O)([O-])=O. Given the product [C:14]1([CH:12]2[NH:5][C:8]3[CH:23]=[CH:22][CH:21]=[CH:20][C:9]=3[O:10][CH2:11]2)[CH:19]=[CH:18][CH:17]=[CH:16][CH:15]=1, predict the reactants needed to synthesize it. (5) The reactants are: [Cl:1][C:2]1[CH:7]=[CH:6][C:5]([N:8]=[C:9]=[S:10])=[CH:4][CH:3]=1.[CH3:11][C:12]1([C:18]([O:20][CH2:21][CH3:22])=[O:19])[CH2:17][CH2:16][NH:15][CH2:14][CH2:13]1. Given the product [Cl:1][C:2]1[CH:7]=[CH:6][C:5]([NH:8][C:9]([N:15]2[CH2:16][CH2:17][C:12]([CH3:11])([C:18]([O:20][CH2:21][CH3:22])=[O:19])[CH2:13][CH2:14]2)=[S:10])=[CH:4][CH:3]=1, predict the reactants needed to synthesize it. (6) Given the product [CH3:21][O:22][C:23]1[CH:24]=[C:25]([NH:26][C:12](=[O:13])[C:11](=[C:10]2[C:9]3[C:4](=[CH:5][CH:6]=[CH:7][CH:8]=3)[NH:3][C:2]2=[O:1])[C:15]2[CH:16]=[CH:17][CH:18]=[CH:19][CH:20]=2)[CH:27]=[CH:28][C:29]=1[O:30][CH3:31], predict the reactants needed to synthesize it. The reactants are: [O:1]=[C:2]1[C:10](=[C:11]([C:15]2[CH:20]=[CH:19][CH:18]=[CH:17][CH:16]=2)[C:12](O)=[O:13])[C:9]2[C:4](=[CH:5][CH:6]=[CH:7][CH:8]=2)[NH:3]1.[CH3:21][O:22][C:23]1[CH:24]=[C:25]([CH:27]=[CH:28][C:29]=1[O:30][CH3:31])[NH2:26]. (7) Given the product [F:1][CH:2]([F:17])[C:3]1([C:11]([O:13][CH:14]([CH3:15])[CH3:16])=[O:12])[CH2:4][C:5](=[O:7])[CH2:6]1, predict the reactants needed to synthesize it. The reactants are: [F:1][CH:2]([F:17])[C:3]1([C:11]([O:13][CH:14]([CH3:16])[CH3:15])=[O:12])[CH2:6][C:5](OC)([O:7]C)[CH2:4]1.Cl.